This data is from Full USPTO retrosynthesis dataset with 1.9M reactions from patents (1976-2016). The task is: Predict the reactants needed to synthesize the given product. (1) Given the product [OH:10][C:4](=[CH:11][C:12](=[O:13])[CH3:14])[C:5]([O:7][CH2:8][CH3:9])=[O:6].[Na:15], predict the reactants needed to synthesize it. The reactants are: C(O[C:4](=[O:10])[C:5]([O:7][CH2:8][CH3:9])=[O:6])C.[CH3:11][C:12]([CH3:14])=[O:13].[Na:15]. (2) Given the product [C:5]1([C:26]2[CH:31]=[CH:30][CH:29]=[CH:28][CH:27]=2)[CH:6]=[CH:7][CH:2]=[CH:3][C:4]=1[C:9]1[N:13]2[C:14]3[N:22]=[C:21]([O:23][CH3:24])[CH:20]=[CH:19][C:15]=3[N:16]=[C:17]([CH3:18])[C:12]2=[C:11]([CH3:25])[N:10]=1, predict the reactants needed to synthesize it. The reactants are: Cl[C:2]1[CH:3]=[C:4]([C:9]2[N:13]3[C:14]4[N:22]=[C:21]([O:23][CH3:24])[CH:20]=[CH:19][C:15]=4[N:16]=[C:17]([CH3:18])[C:12]3=[C:11]([CH3:25])[N:10]=2)[CH:5]=[C:6](Cl)[CH:7]=1.[C:26]1([C:26]2[CH:31]=[CH:30][CH:29]=[CH:28][CH:27]=2)[CH:31]=[CH:30][CH:29]=[CH:28][C:27]=1B(O)O.C([O-])([O-])=O.[K+].[K+].